This data is from Peptide-MHC class I binding affinity with 185,985 pairs from IEDB/IMGT. The task is: Regression. Given a peptide amino acid sequence and an MHC pseudo amino acid sequence, predict their binding affinity value. This is MHC class I binding data. (1) The peptide sequence is LFLSFCSLF. The binding affinity (normalized) is 0.0847. The MHC is HLA-B39:01 with pseudo-sequence HLA-B39:01. (2) The peptide sequence is PTWLGAAITL. The MHC is HLA-A68:02 with pseudo-sequence HLA-A68:02. The binding affinity (normalized) is 0.177. (3) The MHC is HLA-B45:01 with pseudo-sequence HLA-B45:01. The peptide sequence is NELSLALGL. The binding affinity (normalized) is 0.198.